This data is from Peptide-MHC class II binding affinity with 134,281 pairs from IEDB. The task is: Regression. Given a peptide amino acid sequence and an MHC pseudo amino acid sequence, predict their binding affinity value. This is MHC class II binding data. (1) The peptide sequence is LELQIVDKIDAAFKI. The MHC is DRB3_0101 with pseudo-sequence DRB3_0101. The binding affinity (normalized) is 0.742. (2) The binding affinity (normalized) is 0.119. The peptide sequence is LGQQQPFPPQQPYPQ. The MHC is HLA-DQA10301-DQB10302 with pseudo-sequence HLA-DQA10301-DQB10302. (3) The MHC is DRB1_0301 with pseudo-sequence DRB1_0301. The peptide sequence is ELQHIILNASYITPY. The binding affinity (normalized) is 0.721. (4) The peptide sequence is EYKSDYVYEPFPKEV. The MHC is HLA-DPA10103-DPB10201 with pseudo-sequence HLA-DPA10103-DPB10201. The binding affinity (normalized) is 0.780. (5) The peptide sequence is LQMVGMRRPQQGASG. The MHC is H-2-IAb with pseudo-sequence H-2-IAb. The binding affinity (normalized) is 0.126. (6) The peptide sequence is FGMVQFQKFFNPVTP. The MHC is DRB1_0405 with pseudo-sequence DRB1_0405. The binding affinity (normalized) is 0.598. (7) The peptide sequence is NISGYNFSLGAAVKA. The MHC is DRB1_0802 with pseudo-sequence DRB1_0802. The binding affinity (normalized) is 0.376.